This data is from Catalyst prediction with 721,799 reactions and 888 catalyst types from USPTO. The task is: Predict which catalyst facilitates the given reaction. (1) Reactant: [F:1][C:2]1[CH:7]=[C:6]([F:8])[CH:5]=[CH:4][C:3]=1[NH:9][C:10]([NH:12][C:13]1[CH:18]=[CH:17][C:16]([O:19][CH3:20])=[C:15]([C:21]2[NH:22][N:23]=[CH:24][CH:25]=2)[CH:14]=1)=[O:11].[Br:26]N1C(=O)CCC1=O.C([O-])(O)=O.[Na+].[O-]S([O-])(=S)=O.[Na+].[Na+]. Product: [Br:26][C:25]1[CH:24]=[N:23][NH:22][C:21]=1[C:15]1[CH:14]=[C:13]([NH:12][C:10]([NH:9][C:3]2[CH:4]=[CH:5][C:6]([F:8])=[CH:7][C:2]=2[F:1])=[O:11])[CH:18]=[CH:17][C:16]=1[O:19][CH3:20]. The catalyst class is: 3. (2) Reactant: C1(P(C2C=CC=CC=2)C2C=CC=CC=2)C=CC=CC=1.[C:20]([Cl:24])(Cl)(Cl)Cl.[Cl:25][C:26]1[CH:35]=[C:34]2[C:29]([CH:30]=[C:31](CO)[C:32]([CH3:37])=[C:33]2[OH:36])=[CH:28][CH:27]=1. Product: [Cl:25][C:26]1[CH:35]=[C:34]2[C:29]([CH:30]=[C:31]([CH2:20][Cl:24])[C:32]([CH3:37])=[C:33]2[OH:36])=[CH:28][CH:27]=1. The catalyst class is: 7.